This data is from Full USPTO retrosynthesis dataset with 1.9M reactions from patents (1976-2016). The task is: Predict the reactants needed to synthesize the given product. (1) Given the product [F:20][C@@H:21]1[CH2:25][CH2:24][N:23]([C:2]2[CH:7]=[CH:6][N:5]3[CH:8]=[C:9]([C:11]4[CH:16]=[CH:15][C:14]([O:17][CH3:18])=[CH:13][CH:12]=4)[N:10]=[C:4]3[CH:3]=2)[CH2:22]1, predict the reactants needed to synthesize it. The reactants are: Br[C:2]1[CH:7]=[CH:6][N:5]2[CH:8]=[C:9]([C:11]3[CH:16]=[CH:15][C:14]([O:17][CH3:18])=[CH:13][CH:12]=3)[N:10]=[C:4]2[CH:3]=1.Cl.[F:20][C@@H:21]1[CH2:25][CH2:24][NH:23][CH2:22]1. (2) Given the product [ClH:61].[CH2:13]([O:20][C:21]([N:23]1[CH2:28][CH2:27][CH:26]([NH:29][C:30]2[CH:35]=[CH:34][C:33]([C:36]([NH:38][CH3:39])=[O:37])=[CH:32][CH:31]=2)[CH2:25][CH2:24]1)=[O:22])[C:14]1[CH:19]=[CH:18][CH:17]=[CH:16][CH:15]=1, predict the reactants needed to synthesize it. The reactants are: NC1C=CC(C(NC)=O)=CC=1.Cl.[CH2:13]([O:20][C:21]([N:23]1[CH2:28][CH2:27][CH:26]([NH:29][C:30]2[CH:35]=[CH:34][C:33]([C:36]([NH:38][CH3:39])=[O:37])=[CH:32][CH:31]=2)[CH2:25][CH2:24]1)=[O:22])[C:14]1[CH:19]=[CH:18][CH:17]=[CH:16][CH:15]=1.O=C1CCN(C(OCC2C=CC=CC=2)=O)CC1.C(O)(=O)C.[Cl:61]C(Cl)C.C(O[BH-](OC(=O)C)OC(=O)C)(=O)C.[Na+].[OH-].[Na+].Cl.C(O)(C)C.